From a dataset of Reaction yield outcomes from USPTO patents with 853,638 reactions. Predict the reaction yield, written as a fraction of the theoretical maximum amount of product (1.0 means a 100% yield; for example, 0.34 means a 34% yield). The reactants are [NH2:1][C:2]1[NH:3][C:4](=[O:13])[C:5]2[N:11]=[C:10](Cl)[CH:9]=[CH:8][C:6]=2[N:7]=1.[CH3:14][O:15][C:16]1[CH:17]=[C:18](B(O)O)[CH:19]=[CH:20][C:21]=1[O:22][CH3:23].C(=O)([O-])[O-].[K+].[K+]. The catalyst is O1CCOCC1.O.C1C=CC([P]([Pd]([P](C2C=CC=CC=2)(C2C=CC=CC=2)C2C=CC=CC=2)([P](C2C=CC=CC=2)(C2C=CC=CC=2)C2C=CC=CC=2)[P](C2C=CC=CC=2)(C2C=CC=CC=2)C2C=CC=CC=2)(C2C=CC=CC=2)C2C=CC=CC=2)=CC=1. The product is [NH2:1][C:2]1[NH:3][C:4](=[O:13])[C:5]2[N:11]=[C:10]([C:19]3[CH:18]=[CH:17][C:16]([O:15][CH3:14])=[C:21]([O:22][CH3:23])[CH:20]=3)[CH:9]=[CH:8][C:6]=2[N:7]=1. The yield is 0.730.